From a dataset of Catalyst prediction with 721,799 reactions and 888 catalyst types from USPTO. Predict which catalyst facilitates the given reaction. (1) Reactant: [CH3:1][C:2]1[C:6]([C:7]2[C:15]3[O:16][CH2:17][CH:18]([C:19]4[CH:24]=[CH:23][CH:22]=[CH:21][CH:20]=4)[N:13]4[C:14]=3[C:10]([CH:11]=[N:12]4)=[CH:9][CH:8]=2)=[C:5]([CH3:25])[O:4][N:3]=1.[Br:26]N1C(=O)CCC1=O. Product: [Br:26][C:9]1[CH:8]=[C:7]([C:6]2[C:2]([CH3:1])=[N:3][O:4][C:5]=2[CH3:25])[C:15]2[O:16][CH2:17][CH:18]([C:19]3[CH:20]=[CH:21][CH:22]=[CH:23][CH:24]=3)[N:13]3[C:14]=2[C:10]=1[CH:11]=[N:12]3. The catalyst class is: 290. (2) Reactant: [F:1][C:2]1[CH:8]=[CH:7][C:5]([NH2:6])=[CH:4][CH:3]=1.Cl[C:10]1[CH:15]=[CH:14][CH:13]=[CH:12][N:11]=1.[OH-].[Na+]. Product: [F:1][C:2]1[CH:8]=[CH:7][C:5]([NH:6][C:10]2[CH:15]=[CH:14][CH:13]=[CH:12][N:11]=2)=[CH:4][CH:3]=1. The catalyst class is: 13.